From a dataset of Full USPTO retrosynthesis dataset with 1.9M reactions from patents (1976-2016). Predict the reactants needed to synthesize the given product. Given the product [O:34]1[C:37]2([CH2:40][N:39]([C:25]([CH:23]3[CH2:22][CH2:21][C:20]4[C:13]5[C:12]([NH:11][C:9]6[CH:8]=[CH:7][C:5]7[NH:6][C:2](=[O:1])[S:3][C:4]=7[CH:10]=6)=[N:17][CH:16]=[N:15][C:14]=5[S:18][C:19]=4[CH2:24]3)=[O:27])[CH2:38]2)[CH2:36][CH2:35]1, predict the reactants needed to synthesize it. The reactants are: [O:1]=[C:2]1[NH:6][C:5]2[CH:7]=[CH:8][C:9]([NH:11][C:12]3[C:13]4[C:20]5[CH2:21][CH2:22][CH:23]([C:25]([OH:27])=O)[CH2:24][C:19]=5[S:18][C:14]=4[N:15]=[CH:16][N:17]=3)=[CH:10][C:4]=2[S:3]1.C(O)(=O)C(O)=O.[O:34]1[C:37]2([CH2:40][NH:39][CH2:38]2)[CH2:36][CH2:35]1.